This data is from Full USPTO retrosynthesis dataset with 1.9M reactions from patents (1976-2016). The task is: Predict the reactants needed to synthesize the given product. (1) Given the product [Si:15]([O:14][CH:13]1[C:22]2([CH2:24][CH2:23]2)[C:25](=[O:26])[NH:11][C@H:12]1[CH2:32][CH3:33])([C:18]([CH3:21])([CH3:20])[CH3:19])([CH3:17])[CH3:16], predict the reactants needed to synthesize it. The reactants are: C(OC([NH:11][C@@H:12]([CH2:32][CH3:33])[CH:13]([C:22]1([C:25](OC(C)(C)C)=[O:26])[CH2:24][CH2:23]1)[O:14][Si:15]([C:18]([CH3:21])([CH3:20])[CH3:19])([CH3:17])[CH3:16])=O)C1C=CC=CC=1. (2) Given the product [Br:1][C:2]1[CH:9]=[C:6]2[C:5](=[CH:4][CH:3]=1)[N:10]=[C:11]1[N:12]([CH2:16][C:17]3[CH:18]=[CH:19][C:20]([F:23])=[CH:21][CH:22]=3)[CH2:13][CH2:14][C:15]1=[C:7]2[NH2:8], predict the reactants needed to synthesize it. The reactants are: [Br:1][C:2]1[CH:3]=[CH:4][C:5]([N:10]=[C:11]2[CH2:15][CH2:14][CH2:13][N:12]2[CH2:16][C:17]2[CH:22]=[CH:21][C:20]([F:23])=[CH:19][CH:18]=2)=[C:6]([CH:9]=1)[C:7]#[N:8].C([N-]C(C)C)(C)C.[Li+]. (3) Given the product [S:9]1(=[O:12])(=[O:10])[C:4]2[CH:5]=[CH:6][CH:7]=[CH:8][C:3]=2[CH:1]=[N:31][NH:30]1, predict the reactants needed to synthesize it. The reactants are: [CH:1]([C:3]1[CH:8]=[CH:7][CH:6]=[CH:5][C:4]=1[S:9]([O-:12])(=O)=[O:10])=O.[Na+].S(Cl)(Cl)=O.C(C1C=CC=CC=1S(Cl)(=O)=O)=O.[NH2:30][NH2:31]. (4) Given the product [Cl:8][C:9]1[N:14]=[C:13]([C:15]([N:6]([CH3:7])[CH3:5])=[O:16])[C:12]([C:18]([F:21])([F:20])[F:19])=[CH:11][CH:10]=1, predict the reactants needed to synthesize it. The reactants are: C(Cl)CCl.[CH3:5][NH:6][CH3:7].[Cl:8][C:9]1[N:14]=[C:13]([C:15](O)=[O:16])[C:12]([C:18]([F:21])([F:20])[F:19])=[CH:11][CH:10]=1.[Cl-].[NH4+]. (5) Given the product [CH3:15][N:14]1[C:10]([C:3]2[C:4]3[C:9](=[CH:8][CH:7]=[CH:6][CH:5]=3)[N:1]([CH3:21])[CH:2]=2)=[C:11]([CH:17]=[O:18])[C:12]([CH3:16])=[N:13]1, predict the reactants needed to synthesize it. The reactants are: [NH:1]1[C:9]2[C:4](=[CH:5][CH:6]=[CH:7][CH:8]=2)[C:3]([C:10]2[N:14]([CH3:15])[N:13]=[C:12]([CH3:16])[C:11]=2[CH:17]=[O:18])=[CH:2]1.[H-].[Na+].[CH3:21]I.Cl. (6) Given the product [Cl:1][C:2]1[C:3]2[N:4]([C:8]([CH:19]([OH:20])[C:21]#[CH:22])=[C:9]([C:11]3[CH:16]=[CH:15][CH:14]=[C:13]([O:17][CH3:18])[CH:12]=3)[N:10]=2)[CH:5]=[CH:6][CH:7]=1, predict the reactants needed to synthesize it. The reactants are: [Cl:1][C:2]1[C:3]2[N:4]([C:8]([CH:19]=[O:20])=[C:9]([C:11]3[CH:16]=[CH:15][CH:14]=[C:13]([O:17][CH3:18])[CH:12]=3)[N:10]=2)[CH:5]=[CH:6][CH:7]=1.[C:21]([Mg]Br)#[CH:22].O.CCOCC. (7) Given the product [N:1]1([CH2:6][C@H:7]2[NH:8][C:9](=[O:22])[C@H:10]2[NH2:11])[CH:5]=[N:4][CH:3]=[N:2]1, predict the reactants needed to synthesize it. The reactants are: [N:1]1([CH2:6][C@@H:7]2[C@H:10]([NH:11]C(=O)OCC3C=CC=CC=3)[C:9](=[O:22])[NH:8]2)[CH:5]=[N:4][CH:3]=[N:2]1.C(O)=O.